This data is from Experimentally validated miRNA-target interactions with 360,000+ pairs, plus equal number of negative samples. The task is: Binary Classification. Given a miRNA mature sequence and a target amino acid sequence, predict their likelihood of interaction. (1) The miRNA is hsa-miR-193b-3p with sequence AACUGGCCCUCAAAGUCCCGCU. The protein sequence of the target gene is MGDGAVKQGFLYLQQQQTFGKKWRRFGASLYGGSDCALARLELQEGPEKPRRCEAARKVIRLSDCLRVAEAGGEASSPRDTSAFFLETKERLYLLAAPAAERGDWVQAICLLAFPGQRKELSGPEGKQSRPCMEENELYSSAVTVGPHKEFAVTMRPTEASERCHLRGSYTLRAGESALELWGGPEPGTQLYDWPYRFLRRFGRDKVTFSFEAGRRCVSGEGNFEFETRQGNEIFLALEEAISAQKNAAPATPQPQPATIPASLPRPDSPYSRPHDSLPPPSPTTPVPAPRPRGQEGEYA.... Result: 1 (interaction). (2) Result: 0 (no interaction). The miRNA is hsa-miR-6728-3p with sequence UCUCUGCUCUGCUCUCCCCAG. The protein sequence of the target gene is MAVFRSGLLVLTTPLATLAARLPPILTSASRLVNHTLYVHLQPGMNLGGPAQPQASPVQATFEVLDFITHLYTGADLHRHLDVRILLTNIQTKSTFLPVLSSVQNLAHPPEVVLTDFQTLDGSQYNPVKQQLERYATSCYSCSPQLASVLLYPDYGTGELPLEPPNALLPSTIRPASPVARSPRQPVRGYHRGAVGGTFDRLHNAHKVLLSVACVLAQEQLVVGVADKDLLKSKLLPELLQPYAERVEHLTEFLVDIKPSLTFELVPLLDPYGPAGSDPTLEFLVVSEETYRGGMAVNRF.... (3) The miRNA is mmu-let-7a-5p with sequence UGAGGUAGUAGGUUGUAUAGUU. The protein sequence of the target gene is MTGYTPDEKLRLQQLRELRRRWLKDQELSPREPVLPPQKMGPMEKFWNKFLENKSPWRKMVHGVYKKSIFVFTHVLVPVWIIHYYMKYHVSEKPYGIVEKKSRIFPGDTILETGEVIPPMKEFPDQHH. Result: 0 (no interaction). (4) The miRNA is hsa-miR-4714-5p with sequence AACUCUGACCCCUUAGGUUGAU. The protein sequence of the target gene is MNPPAAFLAGRQNIGSEVEISTIEKQRKELQLLIGELKDRDKELNDMVAVHQQQLLSWEEDRQKVLTLEERCSKLEGELHKRTEIIRSLTKKVKALESNQMECQTALQKTQLQLQEMAQKATHSSLLSEDLEARNETLSNTLVELSAQVGQLQAREQALTTMIKLKDKDIIEAVNHIADCSGKFKMLEHALRDAKMAETCIVKEKQDYKQKLKALKIEVNKLKEDLNEKTTENNEQREEIIRLKQEKSCLHDELLFTVEREKRKDELLNIAKSKQERTNSELHNLRQIYVKQQSDLQFLN.... Result: 1 (interaction).